Dataset: Reaction yield outcomes from USPTO patents with 853,638 reactions. Task: Predict the reaction yield, written as a fraction of the theoretical maximum amount of product (1.0 means a 100% yield; for example, 0.34 means a 34% yield). (1) The catalyst is C(Cl)Cl.O1CCCC1. The reactants are FC(F)(F)C(O)=O.[CH2:8]([O:15][C:16]([C:18]([CH3:47])([CH3:46])[CH2:19][CH:20]1[NH:24][CH:23]([C:25]([OH:27])=O)[CH:22]([C:28]2[CH:33]=[CH:32][CH:31]=[C:30]([Cl:34])[C:29]=2[F:35])[C:21]1([C:38]1[CH:43]=[CH:42][C:41]([Cl:44])=[CH:40][C:39]=1[F:45])[C:36]#[N:37])=[O:17])[C:9]1[CH:14]=[CH:13][CH:12]=[CH:11][CH:10]=1.CC1(C)[O:53][C@@H:52]([CH2:54][CH2:55][NH2:56])[CH2:51][O:50]1.CN(C(ON1N=NC2C=CC=NC1=2)=[N+](C)C)C.F[P-](F)(F)(F)(F)F.CCN(C(C)C)C(C)C.Cl. The yield is 0.220. The product is [OH:53][C@H:52]([CH2:51][OH:50])[CH2:54][CH2:55][NH:56][C:25]([CH:23]1[CH:22]([C:28]2[CH:33]=[CH:32][CH:31]=[C:30]([Cl:34])[C:29]=2[F:35])[C:21]([C:38]2[CH:43]=[CH:42][C:41]([Cl:44])=[CH:40][C:39]=2[F:45])([C:36]#[N:37])[CH:20]([CH2:19][C:18]([C:16]([O:15][CH2:8][C:9]2[CH:10]=[CH:11][CH:12]=[CH:13][CH:14]=2)=[O:17])([CH3:47])[CH3:46])[NH:24]1)=[O:27]. (2) The reactants are F[C:2](F)(F)[C:3]1[CH:8]=[CH:7][C:6]([N:9]=[C:10]=[O:11])=[CH:5][CH:4]=1.[NH2:14][CH:15]1[CH2:20][CH2:19][N:18]([C:21](=[O:26])[CH:22]([CH3:25])[CH2:23]C)[CH2:17][CH2:16]1.[CH2:27](Cl)Cl. No catalyst specified. The product is [CH2:2]([CH:3]1[CH2:8][CH2:7][CH:6]([NH:9][C:10]([NH:14][CH:15]2[CH2:20][CH2:19][N:18]([C:21](=[O:26])[CH:22]([CH3:25])[CH3:23])[CH2:17][CH2:16]2)=[O:11])[CH2:5][CH2:4]1)[CH3:27]. The yield is 0.420. (3) The reactants are [C:1](=[O:23])(OC1C=CC([N+]([O-])=O)=CC=1)[O:2][CH2:3][C:4]1[CH:9]=[CH:8][CH:7]=[CH:6][C:5]=1[N:10]=[N+:11]=[N-:12].[NH:24]([C:34]([O:36][C:37]([CH3:40])([CH3:39])[CH3:38])=[O:35])[C@H:25]([C:31]([OH:33])=[O:32])[CH2:26][CH2:27][CH2:28][CH2:29][NH2:30].C(=O)(O)[O-].[Na+].S(=O)(=O)(O)[O-].[K+]. The catalyst is O1CCOCC1.C(OCC)(=O)C.O. The product is [N:10]([C:5]1[CH:6]=[CH:7][CH:8]=[CH:9][C:4]=1[CH2:3][O:2][C:1]([NH:30][CH2:29][CH2:28][CH2:27][CH2:26][C@H:25]([NH:24][C:34]([O:36][C:37]([CH3:40])([CH3:39])[CH3:38])=[O:35])[C:31]([OH:33])=[O:32])=[O:23])=[N+:11]=[N-:12]. The yield is 0.850. (4) The reactants are CC1C=CC(S(O[CH2:12][CH2:13][O:14][CH2:15][CH2:16][F:17])(=O)=O)=CC=1.[Cl:18][C:19]1[CH:24]=[CH:23][C:22]([C@H:25]2[C@H:30]([OH:31])[C@@H:29]([OH:32])[C@H:28]([OH:33])[C@@H:27]([CH2:34][OH:35])[O:26]2)=[CH:21][C:20]=1[CH2:36][C:37]1[CH:42]=[CH:41][C:40]([OH:43])=[CH:39][CH:38]=1.C(=O)([O-])[O-].[Cs+].[Cs+]. The catalyst is CN(C=O)C.C(OCC)C. The product is [Cl:18][C:19]1[CH:24]=[CH:23][C:22]([C@H:25]2[C@H:30]([OH:31])[C@@H:29]([OH:32])[C@H:28]([OH:33])[C@@H:27]([CH2:34][OH:35])[O:26]2)=[CH:21][C:20]=1[CH2:36][C:37]1[CH:38]=[CH:39][C:40]([O:43][CH2:12][CH2:13][O:14][CH2:15][CH2:16][F:17])=[CH:41][CH:42]=1. The yield is 0.0500.